From a dataset of Forward reaction prediction with 1.9M reactions from USPTO patents (1976-2016). Predict the product of the given reaction. (1) Given the reactants Cl[C:2]1[N:7]=[C:6]([CH:8]([CH:11]2[N:15]([CH2:16][CH3:17])[C:14]3[CH:18]=[CH:19][CH:20]=[CH:21][C:13]=3[NH:12]2)[C:9]#[N:10])[CH:5]=[CH:4][N:3]=1.[OH-].[NH4+:23], predict the reaction product. The product is: [NH2:23][C:2]1[N:7]=[C:6](/[C:8](=[C:11]2\[NH:12][C:13]3[CH:21]=[CH:20][CH:19]=[CH:18][C:14]=3[N:15]\2[CH2:16][CH3:17])/[C:9]#[N:10])[CH:5]=[CH:4][N:3]=1. (2) Given the reactants [C:1]([O:5][C:6]([N:8]([C@H:10]([CH2:14][C:15]1[CH:20]=[CH:19][CH:18]=[CH:17][C:16]=1[F:21])[C:11](O)=[O:12])[CH3:9])=[O:7])([CH3:4])([CH3:3])[CH3:2].CCCCC(F)(F)C(O)CC[C@@H]1[C@@H](CCCCCCC(O)=O)C(=O)C[C@H]1O.C1CC[CH:52]([NH:55]C2CCCCC2)CC1.O.ON1C2C=CC=CC=2N=N1.Cl.CN(C)CCCN=C=NCC.CN.C(N(C(C)C)CC)(C)C, predict the reaction product. The product is: [C:1]([O:5][C:6](=[O:7])[N:8]([C@@H:10]([C:11](=[O:12])[NH:55][CH3:52])[CH2:14][C:15]1[CH:20]=[CH:19][CH:18]=[CH:17][C:16]=1[F:21])[CH3:9])([CH3:4])([CH3:3])[CH3:2].